Dataset: Reaction yield outcomes from USPTO patents with 853,638 reactions. Task: Predict the reaction yield, written as a fraction of the theoretical maximum amount of product (1.0 means a 100% yield; for example, 0.34 means a 34% yield). (1) The reactants are C(C1C=CC=CC=1N[C@@H](CC1C=CC(C2C=CC=C(N(C)C(NCCCCCCC)=O)C=2)=CC=1)C(O)=O)(=O)C1C=CC=CC=1.[C:45]([CH2:53][NH:54][CH2:55][C:56]1[CH:57]=[C:58]([C:62]2[CH:67]=[CH:66][C:65]([CH2:68][C@H:69]([NH:75][C:76]3[CH:86]=[CH:85][CH:84]=[CH:83][C:77]=3[C:78]([O:80]CC)=[O:79])[C:70]([O:72]CC)=[O:71])=[CH:64][CH:63]=2)[CH:59]=[CH:60][CH:61]=1)(=[O:52])[C:46]1[CH:51]=[CH:50][CH:49]=[CH:48][CH:47]=1.[OH-].[Li+].C(N(CC1C=C(C2C=CC(C[C@H](NC3C=CC=CC=3C(O)=O)C(O)=O)=CC=2)C=CC=1)C)(=O)C1C=CC=CC=1. No catalyst specified. The product is [C:45]([CH2:53][NH:54][CH2:55][C:56]1[CH:57]=[C:58]([C:62]2[CH:67]=[CH:66][C:65]([CH2:68][C@H:69]([NH:75][C:76]3[CH:86]=[CH:85][CH:84]=[CH:83][C:77]=3[C:78]([OH:80])=[O:79])[C:70]([OH:72])=[O:71])=[CH:64][CH:63]=2)[CH:59]=[CH:60][CH:61]=1)(=[O:52])[C:46]1[CH:51]=[CH:50][CH:49]=[CH:48][CH:47]=1. The yield is 0.740. (2) The reactants are [NH:1]1[CH:5]=[C:4]([C:6]2[C:7]3[CH:14]=[CH:13][N:12]([CH2:15][O:16][CH2:17][CH2:18][Si:19]([CH3:22])([CH3:21])[CH3:20])[C:8]=3[N:9]=[CH:10][N:11]=2)[CH:3]=[N:2]1.C(#N)C.[N:26]1([C:32]2[CH:33]=[C:34](/[CH:38]=[CH:39]/[C:40]#[N:41])[CH:35]=[N:36][CH:37]=2)[CH2:31][CH2:30][O:29][CH2:28][CH2:27]1.C1CCN2C(=NCCC2)CC1. No catalyst specified. The product is [N:26]1([C:32]2[CH:33]=[C:34]([CH:38]([N:1]3[CH:5]=[C:4]([C:6]4[C:7]5[CH:14]=[CH:13][N:12]([CH2:15][O:16][CH2:17][CH2:18][Si:19]([CH3:22])([CH3:21])[CH3:20])[C:8]=5[N:9]=[CH:10][N:11]=4)[CH:3]=[N:2]3)[CH2:39][C:40]#[N:41])[CH:35]=[N:36][CH:37]=2)[CH2:31][CH2:30][O:29][CH2:28][CH2:27]1. The yield is 1.00. (3) The product is [Cl:13][C:10]1[CH:11]=[CH:12][C:7]2[N:8]([C:14]([CH3:15])=[C:5]([C:3]([OH:4])=[O:2])[N:6]=2)[N:9]=1. The catalyst is C1COCC1.O. The yield is 0.800. The reactants are C[O:2][C:3]([C:5]1[N:6]=[C:7]2[CH:12]=[CH:11][C:10]([Cl:13])=[N:9][N:8]2[C:14]=1[CH3:15])=[O:4].O.[OH-].[Li+]. (4) The reactants are Br[C:2]1[CH:3]=[C:4]([C:8]2[CH:9]=[N:10][C:11]3[N:12]([C:14]([C:17]4([C:20]5[CH:21]=[C:22]6[C:27](=[CH:28][CH:29]=5)[N:26]=[CH:25][CH:24]=[CH:23]6)[CH2:19][CH2:18]4)=[N:15][N:16]=3)[N:13]=2)[CH:5]=[CH:6][CH:7]=1.[NH:30]1[CH:34]=[CH:33][N:32]=[CH:31]1.[I-].[Na+].CN[C@H]1CCCC[C@@H]1NC.C(=O)([O-])[O-].[Cs+].[Cs+]. The catalyst is O1CCOCC1.[Cu]I. The product is [N:30]1([C:2]2[CH:3]=[C:4]([C:8]3[CH:9]=[N:10][C:11]4[N:12]([C:14]([C:17]5([C:20]6[CH:21]=[C:22]7[C:27](=[CH:28][CH:29]=6)[N:26]=[CH:25][CH:24]=[CH:23]7)[CH2:19][CH2:18]5)=[N:15][N:16]=4)[N:13]=3)[CH:5]=[CH:6][CH:7]=2)[CH:34]=[CH:33][N:32]=[CH:31]1. The yield is 0.400.